Predict the product of the given reaction. From a dataset of Forward reaction prediction with 1.9M reactions from USPTO patents (1976-2016). (1) Given the reactants Cl.[CH:2]1([CH2:5][CH:6]2[C:15]3[C:10](=[CH:11][C:12]([F:16])=[CH:13][CH:14]=3)[CH2:9][CH2:8][CH:7]2[NH2:17])[CH2:4][CH2:3]1.C1([O:24][C:25](=O)[NH:26][C:27]2[CH:36]=[CH:35][CH:34]=[C:33]3[C:28]=2[CH:29]=[CH:30][N:31]=[CH:32]3)C=CC=CC=1.C(N(C(C)C)CC)(C)C, predict the reaction product. The product is: [CH:2]1([CH2:5][CH:6]2[C:15]3[C:10](=[CH:11][C:12]([F:16])=[CH:13][CH:14]=3)[CH2:9][CH2:8][CH:7]2[NH:17][C:25]([NH:26][C:27]2[CH:36]=[CH:35][CH:34]=[C:33]3[C:28]=2[CH:29]=[CH:30][N:31]=[CH:32]3)=[O:24])[CH2:3][CH2:4]1. (2) The product is: [N+:5]([C:8]1[CH:19]=[CH:18][C:17]2[CH2:16][CH:15]3[CH:20]([NH:21][OH:22])[CH:12]([CH2:13][CH2:14]3)[CH2:11][C:10]=2[CH:9]=1)([O-:7])=[O:6]. Given the reactants C([BH3-])#N.[Na+].[N+:5]([C:8]1[CH:19]=[CH:18][C:17]2[CH2:16][CH:15]3[C:20](=[N:21][OH:22])[CH:12]([CH2:13][CH2:14]3)[CH2:11][C:10]=2[CH:9]=1)([O-:7])=[O:6].Cl.CN(C1C=CC(N=NC2C=CC(S(O)(=O)=O)=CC=2)=CC=1)C, predict the reaction product. (3) Given the reactants [NH:1]1[CH2:6][CH2:5][CH:4]([CH2:7][C:8]([NH:10][C:11]2[CH:20]=[CH:19][CH:18]=[CH:17][C:12]=2[C:13]([O:15][CH3:16])=[O:14])=[O:9])[CH2:3][CH2:2]1.Cl[C:22]1[N:23]=[N+:24]([O-:32])[C:25]2[CH:31]=[CH:30][CH:29]=[CH:28][C:26]=2[N:27]=1.C(N(C(C)C)CC)(C)C, predict the reaction product. The product is: [O-:32][N+:24]1[C:25]2[CH:31]=[CH:30][CH:29]=[CH:28][C:26]=2[N:27]=[C:22]([N:1]2[CH2:6][CH2:5][CH:4]([CH2:7][C:8]([NH:10][C:11]3[CH:20]=[CH:19][CH:18]=[CH:17][C:12]=3[C:13]([O:15][CH3:16])=[O:14])=[O:9])[CH2:3][CH2:2]2)[N:23]=1. (4) The product is: [CH2:38]([O:45][N:46]=[CH:1][C:3]1[CH:4]=[C:5]([CH:35]=[CH:36][CH:37]=1)[CH2:6][N:7]([C@@H:25]1[C:34]2[C:29](=[CH:30][CH:31]=[CH:32][CH:33]=2)[CH2:28][CH2:27][CH2:26]1)[C:8]([C:10]1[CH:15]=[C:14]([C:16]([OH:18])=[O:17])[C:13]([C:19]([OH:21])=[O:20])=[CH:12][C:11]=1[C:22]([OH:24])=[O:23])=[O:9])[C:39]1[CH:44]=[CH:43][CH:42]=[CH:41][CH:40]=1. Given the reactants [CH:1]([C:3]1[CH:4]=[C:5]([CH:35]=[CH:36][CH:37]=1)[CH2:6][N:7]([C@@H:25]1[C:34]2[C:29](=[CH:30][CH:31]=[CH:32][CH:33]=2)[CH2:28][CH2:27][CH2:26]1)[C:8]([C:10]1[CH:15]=[C:14]([C:16]([OH:18])=[O:17])[C:13]([C:19]([OH:21])=[O:20])=[CH:12][C:11]=1[C:22]([OH:24])=[O:23])=[O:9])=O.[CH2:38]([O:45][NH2:46])[C:39]1[CH:44]=[CH:43][CH:42]=[CH:41][CH:40]=1, predict the reaction product. (5) Given the reactants [Cl:1][C:2]1[CH:7]=[CH:6][C:5]([C:8]2([CH3:35])[C:12]([C:14]3[CH:19]=[CH:18][C:17]([Cl:20])=[CH:16][CH:15]=3)([CH3:13])[N:11]([C:21](Cl)=[O:22])[C:10]([C:24]3[CH:29]=[CH:28][C:27]([C:30]#[N:31])=[CH:26][C:25]=3[O:32][CH2:33][CH3:34])=[N:9]2)=[CH:4][CH:3]=1.C(N(CC)CC)C.[CH3:43][S:44]([CH2:47][CH2:48][CH2:49][N:50]1[CH2:55][CH2:54][NH:53][CH2:52][CH2:51]1)(=[O:46])=[O:45], predict the reaction product. The product is: [Cl:1][C:2]1[CH:3]=[CH:4][C:5]([C@@:8]2([CH3:35])[C@:12]([C:14]3[CH:15]=[CH:16][C:17]([Cl:20])=[CH:18][CH:19]=3)([CH3:13])[N:11]([C:21]([N:53]3[CH2:54][CH2:55][N:50]([CH2:49][CH2:48][CH2:47][S:44]([CH3:43])(=[O:45])=[O:46])[CH2:51][CH2:52]3)=[O:22])[C:10]([C:24]3[CH:29]=[CH:28][C:27]([C:30]#[N:31])=[CH:26][C:25]=3[O:32][CH2:33][CH3:34])=[N:9]2)=[CH:6][CH:7]=1. (6) Given the reactants C[O:2][C:3](=O)[CH:4]([N:11]1[CH2:16][CH2:15][N:14]([C:17]2[CH:22]=[CH:21][C:20]([NH:23][C:24](=[O:30])[CH:25]([CH2:28][CH3:29])[CH2:26][CH3:27])=[CH:19][C:18]=2[F:31])[CH2:13][CH2:12]1)[C:5]1[CH:10]=[CH:9][CH:8]=[CH:7][CH:6]=1.[NH2:33][NH2:34].O, predict the reaction product. The product is: [CH2:28]([CH:25]([CH2:26][CH3:27])[C:24]([NH:23][C:20]1[CH:21]=[CH:22][C:17]([N:14]2[CH2:15][CH2:16][N:11]([CH:4]([C:3]([NH:33][NH2:34])=[O:2])[C:5]3[CH:6]=[CH:7][CH:8]=[CH:9][CH:10]=3)[CH2:12][CH2:13]2)=[C:18]([F:31])[CH:19]=1)=[O:30])[CH3:29].